Task: Predict the product of the given reaction.. Dataset: Forward reaction prediction with 1.9M reactions from USPTO patents (1976-2016) (1) Given the reactants [C:1]([Si:5]([CH3:30])([CH3:29])[O:6][C:7]1[CH:12]=[CH:11][C:10]([C:13]2[C:17]([C:18]3[CH:23]=[CH:22][CH:21]=[CH:20][CH:19]=3)=[C:16]([C:24]3([CH:27]=[O:28])[CH2:26][CH2:25]3)[O:15][N:14]=2)=[CH:9][CH:8]=1)([CH3:4])([CH3:3])[CH3:2].[CH2:31]([Mg]Br)[CH3:32].[Cl-].[NH4+], predict the reaction product. The product is: [C:1]([Si:5]([CH3:30])([CH3:29])[O:6][C:7]1[CH:8]=[CH:9][C:10]([C:13]2[C:17]([C:18]3[CH:23]=[CH:22][CH:21]=[CH:20][CH:19]=3)=[C:16]([C:24]3([CH:27]([OH:28])[CH2:31][CH3:32])[CH2:26][CH2:25]3)[O:15][N:14]=2)=[CH:11][CH:12]=1)([CH3:4])([CH3:3])[CH3:2]. (2) Given the reactants [C:1]([C:4]1[C:5]([C:21](=O)[CH3:22])=[C:6]([CH3:20])[N:7]([C:10]2[CH:15]=[CH:14][C:13]([O:16][CH2:17][CH3:18])=[C:12]([Cl:19])[CH:11]=2)[C:8]=1[CH3:9])(=O)[CH3:2].[NH2:24][NH2:25], predict the reaction product. The product is: [Cl:19][C:12]1[CH:11]=[C:10]([N:7]2[C:8]([CH3:9])=[C:4]3[C:5]([C:21]([CH3:22])=[N:24][N:25]=[C:1]3[CH3:2])=[C:6]2[CH3:20])[CH:15]=[CH:14][C:13]=1[O:16][CH2:17][CH3:18]. (3) Given the reactants CC1(C)[O:6][C:5](=[CH:7][C:8]([N:10]([CH2:13][C:14]2[CH:19]=[CH:18][C:17]([CH3:20])=[C:16]([F:21])[CH:15]=2)[O:11][CH3:12])=[O:9])[C:4](=O)[O:3]1.[CH3:24][S:25]([NH2:28])(=[O:27])=[O:26], predict the reaction product. The product is: [F:21][C:16]1[CH:15]=[C:14]([CH:19]=[CH:18][C:17]=1[CH3:20])[CH2:13][N:10]([O:11][CH3:12])[C:8](=[O:9])[CH:7]=[C:5]([OH:6])[C:4]([NH:28][S:25]([CH3:24])(=[O:27])=[O:26])=[O:3]. (4) Given the reactants [C:1]([C:3]1[C:12]2[C:7](=[CH:8][CH:9]=[CH:10][CH:11]=2)[C:6](F)=[CH:5][CH:4]=1)#[N:2].[C:14]1([NH:20][CH2:21][C@H:22]2[CH2:26][CH2:25][CH2:24][NH:23]2)[CH:19]=[CH:18][CH:17]=[CH:16][CH:15]=1, predict the reaction product. The product is: [C:14]1([NH:20][CH2:21][C@H:22]2[CH2:26][CH2:25][CH2:24][N:23]2[C:6]2[C:7]3[C:12](=[CH:11][CH:10]=[CH:9][CH:8]=3)[C:3]([C:1]#[N:2])=[CH:4][CH:5]=2)[CH:15]=[CH:16][CH:17]=[CH:18][CH:19]=1. (5) Given the reactants [Cl:1][C:2]1[CH:7]=[C:6]([F:8])[CH:5]=[CH:4][C:3]=1[CH2:9][NH:10]C(=O)CC1C(C)=NN(CC(O)(C)C)C=1C.[CH2:26]([C:28]1[N:32]([C:33]2[CH:38]=[CH:37][C:36]([F:39])=[CH:35][CH:34]=2)[N:31]=[CH:30][C:29]=1[CH2:40][C:41]([OH:43])=O)[CH3:27], predict the reaction product. The product is: [Cl:1][C:2]1[CH:7]=[C:6]([F:8])[CH:5]=[CH:4][C:3]=1[CH2:9][NH:10][C:41](=[O:43])[CH2:40][C:29]1[CH:30]=[N:31][N:32]([C:33]2[CH:34]=[CH:35][C:36]([F:39])=[CH:37][CH:38]=2)[C:28]=1[CH2:26][CH3:27]. (6) Given the reactants Cl[CH2:2][C:3]([NH:5][C:6]1[CH:11]=[CH:10][C:9]([O:12][CH2:13][CH2:14][CH3:15])=[CH:8][C:7]=1[N+:16]([O-:18])=[O:17])=[O:4].[NH:19]1[CH2:24][CH2:23][CH2:22][CH2:21][CH2:20]1, predict the reaction product. The product is: [N+:16]([C:7]1[CH:8]=[C:9]([O:12][CH2:13][CH2:14][CH3:15])[CH:10]=[CH:11][C:6]=1[NH:5][C:3](=[O:4])[CH2:2][CH:20]1[CH2:21][CH2:22][CH2:23][CH2:24][NH:19]1)([O-:18])=[O:17]. (7) Given the reactants Br[C:2]1[CH:3]=[C:4]([CH:8]2[C:17]3[C:12](=[C:13]([Cl:19])[CH:14]=[C:15]([Cl:18])[CH:16]=3)[CH2:11][N:10]([CH3:20])[CH2:9]2)[CH:5]=[CH:6][CH:7]=1.[N:21]([CH2:24][CH2:25][O:26][CH2:27][CH2:28][O:29][CH2:30][CH2:31][O:32][CH2:33][CH2:34][NH2:35])=[N+:22]=[N-:23].N1CCC[C@H]1C(O)=O.C(=O)([O-])[O-].[K+].[K+], predict the reaction product. The product is: [N:21]([CH2:24][CH2:25][O:26][CH2:27][CH2:28][O:29][CH2:30][CH2:31][O:32][CH2:33][CH2:34][NH:35][C:2]1[CH:7]=[CH:6][CH:5]=[C:4]([CH:8]2[C:17]3[C:12](=[C:13]([Cl:19])[CH:14]=[C:15]([Cl:18])[CH:16]=3)[CH2:11][N:10]([CH3:20])[CH2:9]2)[CH:3]=1)=[N+:22]=[N-:23].